This data is from Full USPTO retrosynthesis dataset with 1.9M reactions from patents (1976-2016). The task is: Predict the reactants needed to synthesize the given product. (1) Given the product [CH:1]([C:5]1[CH:10]=[CH:9][CH:8]=[CH:7][C:6]=1[N:11]1[C:17](=[O:18])[CH2:16][S:13]/[C:12]/1=[N:14]\[C:31]([NH:30][C:34]1[CH:39]=[CH:38][C:37]([C:40]2[N:44]=[CH:43][N:42]([C:45]3[CH:50]=[CH:49][C:48]([O:51][C:52]([F:53])([F:54])[F:55])=[CH:47][CH:46]=3)[N:41]=2)=[CH:36][CH:35]=1)=[O:32])([CH2:3][CH3:4])[CH3:2], predict the reactants needed to synthesize it. The reactants are: [CH:1]([C:5]1[CH:10]=[CH:9][CH:8]=[CH:7][C:6]=1[NH:11][C:12]([NH2:14])=[S:13])([CH2:3][CH3:4])[CH3:2].Br[CH2:16][C:17](OC)=[O:18].[N+](C1C=CC([N:30]([C:34]2[CH:39]=[CH:38][C:37]([C:40]3[N:44]=[CH:43][N:42]([C:45]4[CH:50]=[CH:49][C:48]([O:51][C:52]([F:55])([F:54])[F:53])=[CH:47][CH:46]=4)[N:41]=3)=[CH:36][CH:35]=2)[C:31](=O)[O-:32])=CC=1)([O-])=O.CCN(C(C)C)C(C)C. (2) The reactants are: C([O:3][C:4](=O)[C:5]1[CH:10]=[C:9]([O:11][CH2:12][CH3:13])[C:8]([CH3:14])=[C:7]([O:15][CH2:16][CH3:17])[CH:6]=1)C.CC(C[AlH]CC(C)C)C.CCCCCC. Given the product [CH2:16]([O:15][C:7]1[CH:6]=[C:5]([CH2:4][OH:3])[CH:10]=[C:9]([O:11][CH2:12][CH3:13])[C:8]=1[CH3:14])[CH3:17], predict the reactants needed to synthesize it.